This data is from Full USPTO retrosynthesis dataset with 1.9M reactions from patents (1976-2016). The task is: Predict the reactants needed to synthesize the given product. Given the product [Cl:59][C:60]1[C:61]([CH3:67])=[C:62]([NH:66][C:35]2[CH:40]=[CH:39][C:38]([C:41]([C:43]3[CH:48]=[C:47]([N:49]4[CH:53]=[C:52]([CH2:54][CH2:55][OH:56])[N:51]=[N:50]4)[CH:46]=[CH:45][C:44]=3[CH3:57])=[O:42])=[C:37]([CH3:58])[CH:36]=2)[CH:63]=[CH:64][CH:65]=1, predict the reactants needed to synthesize it. The reactants are: FC1C=C(F)C=CC=1NC1C=CC(C(C2C=C(N3C=C(CCO)N=N3)C=CC=2C)=O)=C(C)C=1.Br[C:35]1[CH:40]=[CH:39][C:38]([C:41]([C:43]2[CH:48]=[C:47]([N:49]3[CH:53]=[C:52]([CH2:54][CH2:55][OH:56])[N:51]=[N:50]3)[CH:46]=[CH:45][C:44]=2[CH3:57])=[O:42])=[C:37]([CH3:58])[CH:36]=1.[Cl:59][C:60]1[C:61]([CH3:67])=[C:62]([NH2:66])[CH:63]=[CH:64][CH:65]=1.